This data is from Catalyst prediction with 721,799 reactions and 888 catalyst types from USPTO. The task is: Predict which catalyst facilitates the given reaction. (1) Reactant: [CH:1]1([CH2:4][O:5][C:6]2[N:11]=[C:10]([C:12]([NH:14][C:15]3([CH2:21][C:22](O)=[O:23])[CH2:19][C:18](=[O:20])[NH:17][CH2:16]3)=[O:13])[CH:9]=[CH:8][C:7]=2[N:25]2[CH2:28][C:27]([F:30])([F:29])[CH2:26]2)[CH2:3][CH2:2]1.C(N1C=CN=C1)([N:33]1C=CN=C1)=O. Product: [C:18]([CH2:19][C:15]1([NH:14][C:12]([C:10]2[CH:9]=[CH:8][C:7]([N:25]3[CH2:26][C:27]([F:30])([F:29])[CH2:28]3)=[C:6]([O:5][CH2:4][CH:1]3[CH2:2][CH2:3]3)[N:11]=2)=[O:13])[CH2:21][C:22](=[O:23])[NH:33][CH2:16]1)(=[O:20])[NH2:17]. The catalyst class is: 3. (2) Reactant: [NH2:1][C:2]1[CH:3]=[CH:4][C:5]([O:18][CH3:19])=[C:6]([NH:8][C:9](=[O:17])[CH2:10][N:11]2[CH2:16][CH2:15][O:14][CH2:13][CH2:12]2)[CH:7]=1.[Cl:20][C:21]1[CH:29]=[CH:28][C:24]([C:25](O)=[O:26])=[CH:23][N:22]=1.C(N(C(C)C)CC)(C)C.O. Product: [Cl:20][C:21]1[CH:29]=[CH:28][C:24]([C:25]([NH:1][C:2]2[CH:3]=[CH:4][C:5]([O:18][CH3:19])=[C:6]([NH:8][C:9](=[O:17])[CH2:10][N:11]3[CH2:16][CH2:15][O:14][CH2:13][CH2:12]3)[CH:7]=2)=[O:26])=[CH:23][N:22]=1. The catalyst class is: 3. (3) Reactant: [C:1](#[N:3])[CH3:2].C([Li])CCC.CCCCCC.CO[C:17]([C:19]1[S:20][CH:21]=[CH:22][C:23]=1[N:24]=[CH:25]N(C)C)=[O:18]. Product: [O:18]=[C:17]1[C:2]([C:1]#[N:3])=[CH:25][NH:24][C:23]2[CH:22]=[CH:21][S:20][C:19]1=2. The catalyst class is: 506. (4) Reactant: [F:1][C:2]1[CH:7]=[C:6]([F:8])[C:5]([F:9])=[CH:4][C:3]=1[NH:10][C:11](=[O:16])[C:12]([CH3:15])([CH3:14])[CH3:13].[Li+].CC([N-]C(C)C)C.[N:25]1[C:34]2[C:29](=[CH:30][C:31]([CH:35]=[O:36])=[CH:32][CH:33]=2)[CH:28]=[N:27][CH:26]=1. Product: [F:1][C:2]1[C:7]([CH:35]([OH:36])[C:31]2[CH:30]=[C:29]3[C:34](=[CH:33][CH:32]=2)[N:25]=[CH:26][N:27]=[CH:28]3)=[C:6]([F:8])[C:5]([F:9])=[CH:4][C:3]=1[NH:10][C:11](=[O:16])[C:12]([CH3:13])([CH3:15])[CH3:14]. The catalyst class is: 1. (5) Reactant: C1(C)C=CC(S([O-])(=O)=O)=CC=1.[NH+]1C=CC=CC=1.[CH2:18]([O:25][C:26]1[CH:31]=[CH:30][N:29]([C:32]2[CH:37]=[CH:36][C:35]([O:38]C3CCCCO3)=[CH:34][CH:33]=2)[C:28](=[O:45])[CH:27]=1)[C:19]1[CH:24]=[CH:23][CH:22]=[CH:21][CH:20]=1. Product: [CH2:18]([O:25][C:26]1[CH:31]=[CH:30][N:29]([C:32]2[CH:33]=[CH:34][C:35]([OH:38])=[CH:36][CH:37]=2)[C:28](=[O:45])[CH:27]=1)[C:19]1[CH:24]=[CH:23][CH:22]=[CH:21][CH:20]=1. The catalyst class is: 8.